Dataset: Full USPTO retrosynthesis dataset with 1.9M reactions from patents (1976-2016). Task: Predict the reactants needed to synthesize the given product. (1) The reactants are: Br[C:2]1[CH:3]=[C:4]([CH:25]=[CH:26][N:27]=1)[C:5]([NH:7][C:8]1[S:9][C:10]2[C:16]([CH:17]3[CH2:22][O:21][CH2:20][CH2:19][O:18]3)=[CH:15][CH:14]=[C:13]([O:23][CH3:24])[C:11]=2[N:12]=1)=[O:6].C(=O)([O-])[O-].[Cs+].[Cs+].Cl.[NH:35]1[CH2:38][CH:37]([OH:39])[CH2:36]1.CS(C)=O. Given the product [O:18]1[CH2:19][CH2:20][O:21][CH2:22][CH:17]1[C:16]1[C:10]2[S:9][C:8]([NH:7][C:5](=[O:6])[C:4]3[CH:25]=[CH:26][N:27]=[C:2]([N:35]4[CH2:38][CH:37]([OH:39])[CH2:36]4)[CH:3]=3)=[N:12][C:11]=2[C:13]([O:23][CH3:24])=[CH:14][CH:15]=1, predict the reactants needed to synthesize it. (2) Given the product [NH2:1][C:21]1[N:22]([CH3:25])[C:23](=[O:24])[C:17]2([N:20]=1)[C:16]([CH3:28])([CH3:27])[CH2:15][CH2:14][C:13]1[CH:12]=[N:11][C:10]([C:6]3[CH:7]=[CH:8][CH:9]=[C:4]([Cl:3])[CH:5]=3)=[CH:19][C:18]2=1, predict the reactants needed to synthesize it. The reactants are: [NH3:1].O.[Cl:3][C:4]1[CH:5]=[C:6]([C:10]2[N:11]=[CH:12][C:13]3[CH2:14][CH2:15][C:16]([CH3:28])([CH3:27])[C:17]4([C:23](=[O:24])[N:22]([CH3:25])[C:21](=S)[NH:20]4)[C:18]=3[CH:19]=2)[CH:7]=[CH:8][CH:9]=1. (3) Given the product [Cl:19][C:16]1[CH:15]=[C:14]2[C:13](=[CH:18][CH:17]=1)[C:8]([C:9]1[CH:10]=[CH:11][C:2]([Cl:1])=[CH:3][CH:4]=1)([CH3:12])[C:7](=[O:20])[C:6]([C:5]([NH:35][CH2:34][C:33]([O:32][C:28]([CH3:31])([CH3:30])[CH3:29])=[O:36])=[O:26])=[C:21]2[OH:22], predict the reactants needed to synthesize it. The reactants are: [Cl:1][C:2]1[CH:3]=[C:4]2[C:9](=[CH:10][CH:11]=1)[C:8]([C:13]1[CH:18]=[CH:17][C:16]([Cl:19])=[CH:15][CH:14]=1)([CH3:12])[C:7](=[O:20])[C:6]([C:21](OCC)=[O:22])=[C:5]2[OH:26].Cl.[C:28]([O:32][C:33](=[O:36])[CH2:34][NH2:35])([CH3:31])([CH3:30])[CH3:29].CCN(C(C)C)C(C)C. (4) Given the product [O:20]([C:22]1[CH:34]=[CH:33][C:32]2[C:31]3[C:26](=[CH:27][CH:28]=[CH:29][CH:30]=3)[N:25]([C:35]3[CH:40]=[CH:39][CH:38]=[CH:37][N:36]=3)[C:24]=2[CH:23]=1)[C:17]1[CH:16]=[CH:15][C:14]2[C:13]3[C:8](=[CH:9][CH:10]=[CH:11][CH:12]=3)[N:7]([C:2]3[CH:3]=[CH:4][CH:5]=[CH:6][N:1]=3)[C:19]=2[CH:18]=1, predict the reactants needed to synthesize it. The reactants are: [N:1]1[CH:6]=[CH:5][CH:4]=[CH:3][C:2]=1[N:7]1[C:19]2[CH:18]=[C:17]([OH:20])[CH:16]=[CH:15][C:14]=2[C:13]2[C:8]1=[CH:9][CH:10]=[CH:11][CH:12]=2.Br[C:22]1[CH:34]=[CH:33][C:32]2[C:31]3[C:26](=[CH:27][CH:28]=[CH:29][CH:30]=3)[N:25]([C:35]3[CH:40]=[CH:39][CH:38]=[CH:37][N:36]=3)[C:24]=2[CH:23]=1.N1C=CC=CC=1C(O)=O.P([O-])([O-])([O-])=O.[K+].[K+].[K+].